Dataset: Experimentally validated miRNA-target interactions with 360,000+ pairs, plus equal number of negative samples. Task: Binary Classification. Given a miRNA mature sequence and a target amino acid sequence, predict their likelihood of interaction. (1) The protein sequence of the target gene is MVTEQEVDAIGQTLVDPKQPLQARFRALFTLRGLGGPGAIAWISQAFDDDSALLKHELAYCLGQMQDARAIPMLVDVLQDTRQEPMVRHEAGEALGAIGDPEVLEILKQYSSDPVIEVAETCQLAVRRLEWLQQHGGEPAAGPYLSVDPAPPAEERDVGRLREALLDESRPLFERYRAMFALRNAGGEEAALALAEGLHCGSALFRHEVGYVLGQLQHEAAVPQLAAALARCTENPMVRHECAEALGAIARPACLAALQAHADDPERVVRESCEVALDMYEHETGRAFQYADGLEQLRGA.... The miRNA is mmu-miR-344f-3p with sequence CUCUAGCCAGGACCUGACUAC. Result: 0 (no interaction). (2) The protein sequence of the target gene is MAKPFFRLQKFLRRTQFLLFFLTAAYLMTGSLLLLQRVRVALPQGPRAPGPLQTLPVAAVALGVGLLDSRALHDPRVSPELLLGVDMLQSPLTRPRPGPRWLRSRNSELRQLRRRWFHHFMSDSQGPPALGPEAARPAIHSRGTYIGCFSDDGHERTLKGAVFYDLRKMTVSHCQDACAERSYVYAGLEAGAECYCGNRLPAVSVGLEECNHECKGEKGSVCGAVDRLSVYRVDELQPGSRKRRTATYRGCFRLPENITHAFPSSLIQANVTVGTCSGFCSQKEFPLAILRGWECYCAYP.... Result: 0 (no interaction). The miRNA is mmu-miR-539-5p with sequence GGAGAAAUUAUCCUUGGUGUGU.